The task is: Predict the product of the given reaction.. This data is from Forward reaction prediction with 1.9M reactions from USPTO patents (1976-2016). (1) Given the reactants Cl.Cl.[NH2:3][C:4]1[C:9]([NH2:10])=[CH:8][CH:7]=[C:6]([O:11][CH3:12])[N:5]=1.N, predict the reaction product. The product is: [NH2:3][C:4]1[C:9]([NH2:10])=[CH:8][CH:7]=[C:6]([O:11][CH3:12])[N:5]=1. (2) Given the reactants [Br:1][C:2]1[NH:3][C:4]2[C:9]([CH:10]=1)=[CH:8][CH:7]=[CH:6][CH:5]=2.[C:11]([O:15][C:16](=[O:19])[CH2:17]Br)(C)(C)C.[H-].[Na+].[C:22]([OH:28])([C:24](F)(F)F)=[O:23], predict the reaction product. The product is: [Br:1][C:2]1[N:3]([CH2:24][C:22]([OH:28])=[O:23])[C:5]2[C:4]([C:10]=1[CH:9]1[CH2:4][CH2:5][CH2:6][CH2:7][CH2:8]1)=[CH:9][CH:8]=[C:17]([C:16]([O:15][CH3:11])=[O:19])[CH:6]=2. (3) Given the reactants [Cl:1][C:2]1[CH:17]=[CH:16][C:5]([O:6][C:7]2[CH:15]=[CH:14][C:10]([C:11]([NH2:13])=[O:12])=[CH:9][CH:8]=2)=[CH:4][C:3]=1[C:18]([F:21])([F:20])[F:19].C[Si](C)(C)[N-][Si](C)(C)C.[Li+].[CH3:32][S:33](Cl)(=[O:35])=[O:34], predict the reaction product. The product is: [Cl:1][C:2]1[CH:17]=[CH:16][C:5]([O:6][C:7]2[CH:8]=[CH:9][C:10]([C:11]([NH:13][S:33]([CH3:32])(=[O:35])=[O:34])=[O:12])=[CH:14][CH:15]=2)=[CH:4][C:3]=1[C:18]([F:19])([F:20])[F:21]. (4) Given the reactants I[C:2]1[CH:3]=[N:4][N:5]2[C:10]([C:11]([F:14])([F:13])[F:12])=[CH:9][C:8]([C:15]3[CH:20]=[CH:19][C:18]([C:21]([F:24])([F:23])[F:22])=[CH:17][CH:16]=3)=[N:7][C:6]=12.[C:25]1([C:31]#[CH:32])[CH:30]=[CH:29][CH:28]=[CH:27][CH:26]=1, predict the reaction product. The product is: [C:25]1([C:31]#[C:32][C:2]2[CH:3]=[N:4][N:5]3[C:10]([C:11]([F:14])([F:13])[F:12])=[CH:9][C:8]([C:15]4[CH:20]=[CH:19][C:18]([C:21]([F:24])([F:23])[F:22])=[CH:17][CH:16]=4)=[N:7][C:6]=23)[CH:30]=[CH:29][CH:28]=[CH:27][CH:26]=1. (5) Given the reactants [OH:1][CH2:2][CH2:3][NH:4][CH2:5][CH2:6][NH:7][C:8]([C@:10]12[CH2:45][CH2:44][C@@H:43]([C:46]([CH2:48][O:49][CH2:50][CH2:51][N:52]3[CH2:57][CH2:56][O:55][CH2:54][CH2:53]3)=[CH2:47])[C@@H:11]1[C@@H:12]1[C@@:25]([CH3:28])([CH2:26][CH2:27]2)[C@@:24]2([CH3:29])[C@@H:15]([C@:16]3([CH3:42])[C@@H:21]([CH2:22][CH2:23]2)[C:20]([CH3:31])([CH3:30])[C:19]([C:32]2[CH:41]=[CH:40][C:35]([C:36]([O:38]C)=[O:37])=[CH:34][CH:33]=2)=[CH:18][CH2:17]3)[CH2:14][CH2:13]1)=[O:9].[OH-].[Na+], predict the reaction product. The product is: [OH:1][CH2:2][CH2:3][NH:4][CH2:5][CH2:6][NH:7][C:8]([C@:10]12[CH2:45][CH2:44][C@@H:43]([C:46]([CH2:48][O:49][CH2:50][CH2:51][N:52]3[CH2:53][CH2:54][O:55][CH2:56][CH2:57]3)=[CH2:47])[C@@H:11]1[C@@H:12]1[C@@:25]([CH3:28])([CH2:26][CH2:27]2)[C@@:24]2([CH3:29])[C@@H:15]([C@:16]3([CH3:42])[C@@H:21]([CH2:22][CH2:23]2)[C:20]([CH3:30])([CH3:31])[C:19]([C:32]2[CH:41]=[CH:40][C:35]([C:36]([OH:38])=[O:37])=[CH:34][CH:33]=2)=[CH:18][CH2:17]3)[CH2:14][CH2:13]1)=[O:9].